Dataset: Forward reaction prediction with 1.9M reactions from USPTO patents (1976-2016). Task: Predict the product of the given reaction. (1) Given the reactants [OH:1][C:2]1[C:7]([C:8]([F:11])([F:10])[F:9])=[CH:6][CH:5]=[CH:4][N:3]=1.Br[CH2:13][C:14]([O:16][CH2:17][CH3:18])=[O:15].C(=O)([O-])[O-].[K+].[K+], predict the reaction product. The product is: [CH2:17]([O:16][C:14](=[O:15])[CH2:13][N:3]1[CH:4]=[CH:5][CH:6]=[C:7]([C:8]([F:9])([F:11])[F:10])[C:2]1=[O:1])[CH3:18]. (2) Given the reactants [CH:1]1([CH2:4][O:5][C:6]2[CH:7]=[C:8]([CH:29]=[CH:30][C:31]=2[O:32][CH2:33][CH:34]2[CH2:36][CH2:35]2)[C:9]([NH:11][CH:12]2[CH:18]([C:19]3[CH:24]=[CH:23][C:22]([O:25][CH3:26])=[C:21]([O:27][CH3:28])[CH:20]=3)[CH2:17][CH:16]3[CH:14]([O:15]3)[CH2:13]2)=[O:10])[CH2:3][CH2:2]1.[BH4-].[Na+].CO.O, predict the reaction product. The product is: [CH:1]1([CH2:4][O:5][C:6]2[CH:7]=[C:8]([CH:29]=[CH:30][C:31]=2[O:32][CH2:33][CH:34]2[CH2:35][CH2:36]2)[C:9]([NH:11][CH:12]2[CH2:13][CH:14]([OH:15])[CH2:16][CH2:17][CH:18]2[C:19]2[CH:24]=[CH:23][C:22]([O:25][CH3:26])=[C:21]([O:27][CH3:28])[CH:20]=2)=[O:10])[CH2:2][CH2:3]1. (3) Given the reactants NC1C=CC2CCN(C(OC(C)(C)C)=O)CCC=2C=1.[NH2:20][C@H:21]1[CH2:25][CH2:24][N:23]([C:26]2[CH:27]=[CH:28][C:29]3[CH2:35][N:34]([C:36]([O:38][C:39]([CH3:42])([CH3:41])[CH3:40])=[O:37])[CH2:33][CH2:32][CH2:31][C:30]=3[CH:43]=2)[C:22]1=[O:44], predict the reaction product. The product is: [NH2:20][C@H:21]1[CH2:25][CH2:24][N:23]([C:26]2[CH:27]=[CH:28][C:31]3[CH2:32][CH2:33][N:34]([C:36]([O:38][C:39]([CH3:42])([CH3:41])[CH3:40])=[O:37])[CH2:35][CH2:29][C:30]=3[CH:43]=2)[C:22]1=[O:44]. (4) Given the reactants [NH2:1][C:2]1[N:7]=[C:6]([N:8]2[C:16]3[C:11](=[CH:12][CH:13]=[C:14]([Br:17])[CH:15]=3)[C:10]([C:18]([OH:20])=O)=[N:9]2)[CH:5]=[CH:4][N:3]=1.S(Cl)(Cl)=O.C[N:26](C=O)C, predict the reaction product. The product is: [NH2:1][C:2]1[N:7]=[C:6]([N:8]2[C:16]3[C:11](=[CH:12][CH:13]=[C:14]([Br:17])[CH:15]=3)[C:10]([C:18]([NH2:26])=[O:20])=[N:9]2)[CH:5]=[CH:4][N:3]=1. (5) Given the reactants [CH3:16][C:11]1([CH3:17])[C:12]([CH3:15])([CH3:14])[O:13][B:9]([B:9]2[O:13][C:12]([CH3:15])([CH3:14])[C:11]([CH3:17])([CH3:16])[O:10]2)[O:10]1.C([O-])(=O)C.[K+].FC(F)(F)S([O:29][C:30]1[CH2:35][CH2:34][CH2:33][C:32](=O)[CH:31]=1)(=O)=O.B(O)O, predict the reaction product. The product is: [CH3:15][C:12]1([CH3:14])[C:11]([CH3:16])([CH3:17])[O:10][B:9]([C:32]2[CH2:33][CH2:34][CH2:35][C:30](=[O:29])[CH:31]=2)[O:13]1. (6) Given the reactants FC(F)(F)C(O)=O.[CH2:8]([O:12][C:13]1[NH:14][C:15]([NH2:24])=[C:16]2[C:20]([N:21]=1)=[N:19][C:18]([O:22][CH3:23])=[N:17]2)[CH2:9][CH2:10][CH3:11].Br[CH2:26][CH2:27][CH2:28][CH2:29][CH:30]1[CH2:34][CH2:33][CH2:32][O:31]1, predict the reaction product. The product is: [CH2:8]([O:12][C:13]1[N:21]=[C:20]2[C:16]([N:17]=[C:18]([O:22][CH3:23])[N:19]2[CH2:26][CH2:27][CH2:28][CH2:29][CH:30]2[CH2:34][CH2:33][CH2:32][O:31]2)=[C:15]([NH2:24])[N:14]=1)[CH2:9][CH2:10][CH3:11]. (7) Given the reactants [CH2:1]([O:8][C:9]1[CH:16]=[CH:15][C:12](C=O)=[CH:11][C:10]=1[CH2:17][CH3:18])[C:2]1[CH:7]=[CH:6][CH:5]=[CH:4][CH:3]=1.S(OOS([O-])(=O)=O)([O-])(=O)=[O:20].[NH4+].[NH4+].C(O)=O.C(OC(=O)C)(=O)C.P(=O)(O)(O)O.C1(C)C=CC(S(O)(=O)=O)=CC=1.S(=O)(O)[O-].[Na+], predict the reaction product. The product is: [CH2:1]([O:8][C:9]1[CH:16]=[CH:15][C:12]([OH:20])=[CH:11][C:10]=1[CH2:17][CH3:18])[C:2]1[CH:7]=[CH:6][CH:5]=[CH:4][CH:3]=1. (8) The product is: [S:1]1[C:5]2[CH:6]=[C:7]([N:10]3[CH2:14][CH2:13][N:12]([C:17]4[CH:22]=[N:21][C:20]([CH3:23])=[CH:19][CH:18]=4)[C:11]3=[O:15])[CH:8]=[CH:9][C:4]=2[N:3]=[CH:2]1. Given the reactants [S:1]1[C:5]2[CH:6]=[C:7]([N:10]3[CH2:14][CH2:13][NH:12][C:11]3=[O:15])[CH:8]=[CH:9][C:4]=2[N:3]=[CH:2]1.Br[C:17]1[CH:18]=[CH:19][C:20]([CH3:23])=[N:21][CH:22]=1.N[C@@H]1CCCC[C@H]1N.P([O-])([O-])([O-])=O.[K+].[K+].[K+], predict the reaction product.